Predict the product of the given reaction. From a dataset of Forward reaction prediction with 1.9M reactions from USPTO patents (1976-2016). (1) Given the reactants CC1(C)[O:9][C:8](=[O:10])[C:5]2([CH2:7][CH2:6]2)[C:4](=[O:11])O1.[F:13][C:14]1[CH:20]=[CH:19][CH:18]=[C:17]([F:21])[C:15]=1[NH2:16], predict the reaction product. The product is: [F:13][C:14]1[CH:20]=[CH:19][CH:18]=[C:17]([F:21])[C:15]=1[N:16]1[CH2:6][CH2:7][CH:5]([C:8]([OH:9])=[O:10])[C:4]1=[O:11]. (2) Given the reactants Cl.Cl.[C:3]([C:7]1[N:12]=[C:11]([NH:13][CH2:14][CH2:15][CH2:16][O:17][CH3:18])[C:10]([C:19]([N:21]([CH2:36][CH:37]([CH3:39])[CH3:38])[C@H:22]2[CH2:27][C@@H:26]([C:28]([N:30]3[CH2:35][CH2:34][O:33][CH2:32][CH2:31]3)=[O:29])[CH2:25][NH:24][CH2:23]2)=[O:20])=[CH:9][N:8]=1)([CH3:6])([CH3:5])[CH3:4].C(=O)([O-])O.[Na+], predict the reaction product. The product is: [C:3]([C:7]1[N:12]=[C:11]([NH:13][CH2:14][CH2:15][CH2:16][O:17][CH3:18])[C:10]([C:19]([N:21]([CH2:36][CH:37]([CH3:39])[CH3:38])[C@H:22]2[CH2:27][C@@H:26]([C:28]([N:30]3[CH2:35][CH2:34][O:33][CH2:32][CH2:31]3)=[O:29])[CH2:25][NH:24][CH2:23]2)=[O:20])=[CH:9][N:8]=1)([CH3:5])([CH3:6])[CH3:4]. (3) Given the reactants [Cl:1][C:2]1[CH:7]=[CH:6][C:5]([CH2:8][CH:9]([NH2:13])[CH2:10][S:11][CH3:12])=[CH:4][C:3]=1[O:14][CH2:15][CH2:16][O:17][CH3:18].[CH:19](O)=[O:20], predict the reaction product. The product is: [Cl:1][C:2]1[CH:7]=[CH:6][C:5]([CH2:8][CH:9]([NH:13][CH:19]=[O:20])[CH2:10][S:11][CH3:12])=[CH:4][C:3]=1[O:14][CH2:15][CH2:16][O:17][CH3:18].